Task: Regression. Given a target protein amino acid sequence and a drug SMILES string, predict the binding affinity score between them. We predict pIC50 (pIC50 = -log10(IC50 in M); higher means more potent). Dataset: bindingdb_ic50.. Dataset: Drug-target binding data from BindingDB using IC50 measurements The compound is O=Nc1c(C2C(=O)Nc3c2cccc3C(F)(F)F)[nH]c2ccc(-c3nnn[nH]3)cc12. The target protein sequence is MSGRPRTTSFAESCKPVQQPSAFGSMKVSRDKDGSKVTTMVATPGQGPDRPQEVSYTDAKVIGNGSFGVVYQAKLCDSGELVAIKKVLQDKRFKNRELQIMRKLDHCNIVRLRYFFYSSGEKKDEVYLNLVLDYVPETVYRVARHYSRAKQTLPVIYVKLYMYQLFRSLAYIHSFGICHRDIKPQNLLLDPDTAVLKLCDFGSAKQLVRGEPNVSYICSRYYRAPELIFGATDYTSSIDVWSAGCVLAELLLGQPIFPGDSGVDQLVEIIKVLGTPTREQIREMNPNYTEFKFPQIKAHPWTKVFRPRTPPEAIALCSRLLEYTPTARLTPLEACAHSFFDELRDPNVKLPNGRDTPALFNFTTQELSSNPPLATILIPPHARIQAAASTPSNATAASDTNAGDRGQTNNTASASASNST. The pIC50 is 5.0.